This data is from Full USPTO retrosynthesis dataset with 1.9M reactions from patents (1976-2016). The task is: Predict the reactants needed to synthesize the given product. Given the product [Cl:31][C:32]1[CH:39]=[CH:38][CH:37]=[CH:36][C:33]=1[CH2:34][N:10]1[C:11]2[C:7](=[CH:6][CH:5]=[CH:4][C:3]=2[CH2:1][CH3:2])[C:8](=[O:13])[C:9]1=[O:12], predict the reactants needed to synthesize it. The reactants are: [CH2:1]([C:3]1[CH:4]=[CH:5][CH:6]=[C:7]2[C:11]=1[NH:10][C:9](=[O:12])[C:8]2=[O:13])[CH3:2].CCN(P1(N(C)CCCN1)=NC(C)(C)C)CC.[Cl:31][C:32]1[CH:39]=[CH:38][CH:37]=[CH:36][C:33]=1[CH2:34]Br.